This data is from TCR-epitope binding with 47,182 pairs between 192 epitopes and 23,139 TCRs. The task is: Binary Classification. Given a T-cell receptor sequence (or CDR3 region) and an epitope sequence, predict whether binding occurs between them. (1) The epitope is TLIGDCATV. The TCR CDR3 sequence is CASSDRGNEQFF. Result: 1 (the TCR binds to the epitope). (2) The epitope is KPLEFGATSAAL. The TCR CDR3 sequence is CASSSPGLGETQYF. Result: 1 (the TCR binds to the epitope). (3) The epitope is HLVDFQVTI. The TCR CDR3 sequence is CASRGLAHTQYF. Result: 0 (the TCR does not bind to the epitope). (4) The epitope is LPPIVAKEI. The TCR CDR3 sequence is CASSLMASGGAETQYF. Result: 0 (the TCR does not bind to the epitope). (5) The epitope is PROT_97E67BCC. The TCR CDR3 sequence is CASRGLVDTGELFF. Result: 1 (the TCR binds to the epitope). (6) The epitope is RLRAEAQVK. The TCR CDR3 sequence is CASGLVEGDSKNIQYF. Result: 1 (the TCR binds to the epitope). (7) The epitope is PKYVKQNTLKLAT. The TCR CDR3 sequence is CASSPGQIYGYTF. Result: 1 (the TCR binds to the epitope).